This data is from Reaction yield outcomes from USPTO patents with 853,638 reactions. The task is: Predict the reaction yield, written as a fraction of the theoretical maximum amount of product (1.0 means a 100% yield; for example, 0.34 means a 34% yield). The reactants are [CH2:1]([C:3]1[CH:8]=[CH:7][CH:6]=[CH:5][C:4]=1[OH:9])[CH3:2].[C:10](Cl)([CH3:13])([CH3:12])[CH3:11]. The catalyst is [Cl-].[Cl-].[Cl-].[Al+3].O. The product is [C:10]([C:7]1[CH:6]=[CH:5][C:4]([OH:9])=[C:3]([CH2:1][CH3:2])[CH:8]=1)([CH3:13])([CH3:12])[CH3:11]. The yield is 0.850.